This data is from Forward reaction prediction with 1.9M reactions from USPTO patents (1976-2016). The task is: Predict the product of the given reaction. (1) Given the reactants [F:1][C:2]1[CH:7]=[CH:6][C:5](I)=[CH:4][N:3]=1.C(N(CC)CC)C.[C:16]1([C:22]#[CH:23])[CH:21]=[CH:20][CH:19]=[CH:18][CH:17]=1.O, predict the reaction product. The product is: [F:1][C:2]1[CH:7]=[CH:6][C:5]([C:23]#[C:22][C:16]2[CH:21]=[CH:20][CH:19]=[CH:18][CH:17]=2)=[CH:4][N:3]=1. (2) Given the reactants [C:1]([O:5][C:6](=[O:38])[NH:7][CH2:8][C:9]([NH:11][C:12]1[CH:17]=[C:16]([C:18]2[C:26]3[C:21](=[CH:22][C:23]([F:27])=[CH:24][CH:25]=3)[N:20]([S:28]([C:31]3[CH:36]=[CH:35][CH:34]=[CH:33][CH:32]=3)(=[O:30])=[O:29])[CH:19]=2)[CH:15]=[CH:14][C:13]=1[NH2:37])=O)([CH3:4])([CH3:3])[CH3:2].C([O-])([O-])=O.[Na+].[Na+], predict the reaction product. The product is: [C:1]([O:5][C:6](=[O:38])[NH:7][CH2:8][C:9]1[NH:11][C:12]2[CH:17]=[C:16]([C:18]3[C:26]4[C:21](=[CH:22][C:23]([F:27])=[CH:24][CH:25]=4)[N:20]([S:28]([C:31]4[CH:36]=[CH:35][CH:34]=[CH:33][CH:32]=4)(=[O:29])=[O:30])[CH:19]=3)[CH:15]=[CH:14][C:13]=2[N:37]=1)([CH3:2])([CH3:4])[CH3:3]. (3) Given the reactants C([OH:3])C.[OH-].[Na+].OO.[OH:8][C:9]([CH3:41])([CH3:40])[CH2:10][NH:11][C:12]1[CH:19]=[C:18]([N:20]2[C:28]3[C:23](=[C:24]([C:29]4[CH:30]=[N:31][C:32]5[C:37]([CH:38]=4)=[CH:36][CH:35]=[CH:34][CH:33]=5)[CH:25]=[CH:26][CH:27]=3)[C:22]([CH3:39])=[N:21]2)[CH:17]=[CH:16][C:13]=1[C:14]#[N:15], predict the reaction product. The product is: [OH:8][C:9]([CH3:41])([CH3:40])[CH2:10][NH:11][C:12]1[CH:19]=[C:18]([N:20]2[C:28]3[C:23](=[C:24]([C:29]4[CH:30]=[N:31][C:32]5[C:37]([CH:38]=4)=[CH:36][CH:35]=[CH:34][CH:33]=5)[CH:25]=[CH:26][CH:27]=3)[C:22]([CH3:39])=[N:21]2)[CH:17]=[CH:16][C:13]=1[C:14]([NH2:15])=[O:3]. (4) Given the reactants [H-].[Na+].[O:3]1[CH2:7][CH2:6][O:5][C:4]21[C@H:12]1[CH2:13][CH:14]([OH:16])[CH2:15][C@@H:8]2[CH2:9][O:10][CH2:11]1.Cl[CH2:18][C:19]1[C:20]([C:27]2[C:32]([Cl:33])=[CH:31][CH:30]=[CH:29][C:28]=2[Cl:34])=[N:21][O:22][C:23]=1[CH:24]1[CH2:26][CH2:25]1, predict the reaction product. The product is: [O:3]1[CH2:7][CH2:6][O:5][C:4]21[C@H:12]1[CH2:13][CH:14]([O:16][CH2:18][C:19]3[C:20]([C:27]4[C:28]([Cl:34])=[CH:29][CH:30]=[CH:31][C:32]=4[Cl:33])=[N:21][O:22][C:23]=3[CH:24]3[CH2:26][CH2:25]3)[CH2:15][C@@H:8]2[CH2:9][O:10][CH2:11]1. (5) Given the reactants [NH2:1][C@H:2]([C:4]([NH:6][C@@H:7]([CH:35]1[CH2:40][CH2:39][CH2:38][CH2:37][CH2:36]1)[C:8]([N:10]1[C@H:15]([C:16]([NH:18][C@H:19]2[C:28]3[C:23](=[CH:24][CH:25]=[CH:26][CH:27]=3)[O:22][CH2:21][CH2:20]2)=[O:17])[CH2:14][N:13]2[CH2:29][C@H:30]([O:32][CH2:33][CH3:34])[CH2:31][C@@H:12]2[CH2:11]1)=[O:9])=[O:5])[CH3:3].[C:41]([O:45][C:46](=[O:65])[N:47]=[C:48]([NH:57][C:58]([O:60][C:61]([CH3:64])([CH3:63])[CH3:62])=[O:59])NS(C(F)(F)F)(=O)=O)([CH3:44])([CH3:43])[CH3:42].C(N(CC)C(C)C)(C)C.C(=O)([O-])O.[Na+], predict the reaction product. The product is: [C:41]([O:45][C:46](=[O:65])[N:47]=[C:48]([NH:57][C:58]([O:60][C:61]([CH3:64])([CH3:63])[CH3:62])=[O:59])[NH:1][C@@H:2]([CH3:3])[C:4]([NH:6][C@@H:7]([CH:35]1[CH2:40][CH2:39][CH2:38][CH2:37][CH2:36]1)[C:8]([N:10]1[C@H:15]([C:16](=[O:17])[NH:18][C@H:19]2[C:28]3[C:23](=[CH:24][CH:25]=[CH:26][CH:27]=3)[O:22][CH2:21][CH2:20]2)[CH2:14][N:13]2[CH2:29][C@H:30]([O:32][CH2:33][CH3:34])[CH2:31][C@@H:12]2[CH2:11]1)=[O:9])=[O:5])([CH3:44])([CH3:43])[CH3:42]. (6) Given the reactants I[C:2]1[CH:7]=[CH:6][C:5]([CH3:8])=[CH:4][CH:3]=1.Br[C:10]([F:17])([F:16])[C:11]([O:13][CH2:14][CH3:15])=[O:12].C(OC(C)C)(=O)C, predict the reaction product. The product is: [F:16][C:10]([F:17])([C:2]1[CH:7]=[CH:6][C:5]([CH3:8])=[CH:4][CH:3]=1)[C:11]([O:13][CH2:14][CH3:15])=[O:12]. (7) Given the reactants [C:1]([C:3]1[CH:8]=[CH:7][C:6]([C:9]2[CH:10]=[N:11][N:12]([C:15]3[CH:23]=[CH:22][C:18]([C:19](O)=[O:20])=[CH:17][N:16]=3)[C:13]=2[OH:14])=[C:5]([CH3:24])[CH:4]=1)#[N:2].Cl.Cl.[CH3:27][N:28]1[CH2:33][CH2:32][NH:31][CH2:30][C@@H:29]1[CH3:34], predict the reaction product. The product is: [CH3:34][C@@H:29]1[N:28]([CH3:27])[CH2:33][CH2:32][N:31]([C:19]([C:18]2[CH:22]=[CH:23][C:15]([N:12]3[C:13]([OH:14])=[C:9]([C:6]4[CH:7]=[CH:8][C:3]([C:1]#[N:2])=[CH:4][C:5]=4[CH3:24])[CH:10]=[N:11]3)=[N:16][CH:17]=2)=[O:20])[CH2:30]1. (8) Given the reactants [O:1]1[CH:6]2[CH2:7][N:8](C(OCC3C=CC=CC=3)=O)[CH2:9][CH:5]2[O:4][CH2:3][CH2:2]1, predict the reaction product. The product is: [O:1]1[CH:6]2[CH2:7][NH:8][CH2:9][CH:5]2[O:4][CH2:3][CH2:2]1. (9) Given the reactants [C:1]1(=[O:7])[O:6][CH2:5][CH2:4][CH2:3][CH2:2]1.[CH2:8](Br)[C:9]1[CH:14]=[CH:13][CH:12]=[CH:11][CH:10]=1.[OH-:16].[Na+], predict the reaction product. The product is: [OH:16][CH2:5][CH2:4][CH2:3][CH2:2][C:1]([O:6][CH2:8][C:9]1[CH:14]=[CH:13][CH:12]=[CH:11][CH:10]=1)=[O:7]. (10) Given the reactants [F:1][C:2]1[C:24]([CH3:25])=[CH:23][C:5]2[N:6]([CH:10]3[CH2:15][CH2:14][N:13](C(OC(C)(C)C)=O)[CH2:12][CH2:11]3)[C:7](=[O:9])[O:8][C:4]=2[CH:3]=1.Cl, predict the reaction product. The product is: [F:1][C:2]1[C:24]([CH3:25])=[CH:23][C:5]2[N:6]([CH:10]3[CH2:11][CH2:12][NH:13][CH2:14][CH2:15]3)[C:7](=[O:9])[O:8][C:4]=2[CH:3]=1.